From a dataset of Catalyst prediction with 721,799 reactions and 888 catalyst types from USPTO. Predict which catalyst facilitates the given reaction. (1) Reactant: [CH3:1][O:2][CH2:3][CH2:4][N:5]1[C:9]2[C:10]3[O:11][CH:12]([C:21]4[CH:26]=[CH:25][CH:24]=[CH:23][CH:22]=4)[CH2:13][CH2:14][C:15]=3[C:16]([C:18](O)=[O:19])=[CH:17][C:8]=2[N:7]=[C:6]1[CH3:27].[CH2:28]([N:30](CC)[CH2:31]C)C.F[P-](F)(F)(F)(F)F.N1(OC(N(C)C)=[N+](C)C)C2C=CC=CC=2N=N1.Cl.CNC. Product: [CH3:1][O:2][CH2:3][CH2:4][N:5]1[C:9]2[C:10]3[O:11][CH:12]([C:21]4[CH:26]=[CH:25][CH:24]=[CH:23][CH:22]=4)[CH2:13][CH2:14][C:15]=3[C:16]([C:18]([N:30]([CH3:31])[CH3:28])=[O:19])=[CH:17][C:8]=2[N:7]=[C:6]1[CH3:27]. The catalyst class is: 9. (2) Reactant: Cl.Cl.[CH3:3][C:4]1[CH:5]=[CH:6][C:7]([NH:10][C@H:11]2[CH2:16][CH2:15][C@H:14]([NH2:17])[CH2:13][CH2:12]2)=[N:8][CH:9]=1.[Cl:18][C:19]1[C:20]([C:25]([CH3:30])([CH3:29])[C:26](O)=[O:27])=[N:21][CH:22]=[CH:23][N:24]=1.CN(C(ON1N=NC2C=CC=NC1=2)=[N+](C)C)C.F[P-](F)(F)(F)(F)F.C(N(CC)CC)C. Product: [Cl:18][C:19]1[C:20]([C:25]([CH3:30])([CH3:29])[C:26]([NH:17][C@H:14]2[CH2:15][CH2:16][C@H:11]([NH:10][C:7]3[CH:6]=[CH:5][C:4]([CH3:3])=[CH:9][N:8]=3)[CH2:12][CH2:13]2)=[O:27])=[N:21][CH:22]=[CH:23][N:24]=1. The catalyst class is: 4.